This data is from Full USPTO retrosynthesis dataset with 1.9M reactions from patents (1976-2016). The task is: Predict the reactants needed to synthesize the given product. (1) Given the product [CH3:64][O:65][C:66]([C:68]1[CH:73]=[C:72]([O:74][CH:75]([F:76])[F:77])[CH:71]=[CH:70][C:69]=1[NH:16][C:15]1[N:14]([C:17]2[CH:22]=[CH:21][CH:20]=[CH:19][C:18]=2[CH3:23])[N:13]=[C:12]([CH3:24])[C:11]=1[C:7]1[CH:6]=[C:5]2[C:10](=[CH:9][CH:8]=1)[N:1]=[CH:2][CH:3]=[N:4]2)=[O:67], predict the reactants needed to synthesize it. The reactants are: [N:1]1[C:10]2[C:5](=[CH:6][C:7]([C:11]3[C:12]([CH3:24])=[N:13][N:14]([C:17]4[CH:22]=[CH:21][CH:20]=[CH:19][C:18]=4[CH3:23])[C:15]=3[NH2:16])=[CH:8][CH:9]=2)[N:4]=[CH:3][CH:2]=1.C1(P(C2C=CC=CC=2)C2C=CC=CC=2OC2C=CC=CC=2P(C2C=CC=CC=2)C2C=CC=CC=2)C=CC=CC=1.[CH3:64][O:65][C:66]([C:68]1[CH:73]=[C:72]([O:74][CH:75]([F:77])[F:76])[CH:71]=[CH:70][C:69]=1Br)=[O:67].C(=O)([O-])[O-].[Cs+].[Cs+]. (2) Given the product [CH2:1]([O:3][C:4](=[O:33])[C:5]([CH3:32])([O:21][C:22]1[CH:23]=[C:24]2[C:29](=[CH:30][CH:31]=1)[N:28]=[CH:27][CH:26]=[CH:25]2)[CH2:6][C:7]1[CH:12]=[CH:11][C:10]([OH:13])=[CH:9][CH:8]=1)[CH3:2], predict the reactants needed to synthesize it. The reactants are: [CH2:1]([O:3][C:4](=[O:33])[C:5]([CH3:32])([O:21][C:22]1[CH:23]=[C:24]2[C:29](=[CH:30][CH:31]=1)[N:28]=[CH:27][CH:26]=[CH:25]2)[CH2:6][C:7]1[CH:12]=[CH:11][C:10]([O:13]CC2C=CC=CC=2)=[CH:9][CH:8]=1)[CH3:2]. (3) The reactants are: [NH:1]1[CH2:6][CH2:5][O:4][CH2:3][CH2:2]1.C(N(C(C)C)CC)(C)C.ClC(Cl)C.[Br:20][C:21]1[S:22][C:23]([C:27](Cl)=[O:28])=[C:24]([CH3:26])[N:25]=1. Given the product [Br:20][C:21]1[S:22][C:23]([C:27]([N:1]2[CH2:6][CH2:5][O:4][CH2:3][CH2:2]2)=[O:28])=[C:24]([CH3:26])[N:25]=1, predict the reactants needed to synthesize it. (4) Given the product [CH3:22][O:5][C:6]([C:9]1[N:14]=[C:13]([C:15]([F:18])([F:16])[F:17])[N:12]=[C:11]([C:19]([OH:21])=[O:20])[CH:10]=1)([CH3:7])[CH3:8], predict the reactants needed to synthesize it. The reactants are: [H-].[Na+].CI.[OH:5][C:6]([C:9]1[N:14]=[C:13]([C:15]([F:18])([F:17])[F:16])[N:12]=[C:11]([C:19]([OH:21])=[O:20])[CH:10]=1)([CH3:8])[CH3:7].[CH3:22]N(C)C=O.O.[OH-].[Li+].Cl. (5) Given the product [CH2:1]([O:8][C@@H:9]1[C@@H:15]([O:16][CH2:17][C:18]2[CH:19]=[CH:20][CH:21]=[CH:22][CH:23]=2)[C@:14]2([C:25]3[CH:30]=[CH:29][C:28]([Cl:31])=[C:27]([CH2:32][C:33]4[CH:34]=[CH:35][C:36]([O:39][CH2:40][CH3:41])=[CH:37][CH:38]=4)[CH:26]=3)[O:24][C@@:11]([CH2:42][OH:43])([CH2:12][O:13]2)[C:10]1=[O:51])[C:2]1[CH:7]=[CH:6][CH:5]=[CH:4][CH:3]=1, predict the reactants needed to synthesize it. The reactants are: [CH2:1]([O:8][C@@H:9]1[C@@H:15]([O:16][CH2:17][C:18]2[CH:23]=[CH:22][CH:21]=[CH:20][CH:19]=2)[C@:14]2([C:25]3[CH:30]=[CH:29][C:28]([Cl:31])=[C:27]([CH2:32][C:33]4[CH:38]=[CH:37][C:36]([O:39][CH2:40][CH3:41])=[CH:35][CH:34]=4)[CH:26]=3)[O:24][C@@:11]([CH2:42][O:43][Si](C(C)(C)C)(C)C)([CH2:12][O:13]2)[C:10]1=[O:51])[C:2]1[CH:7]=[CH:6][CH:5]=[CH:4][CH:3]=1.[F-].C([N+](CCCC)(CCCC)CCCC)CCC. (6) Given the product [OH:5][CH2:4][C@H:3]([CH3:6])[CH2:2][N:21]1[CH2:22][CH2:23][CH:18]([C:14]2[CH:13]=[C:12]([NH:11][C:9](=[O:10])[CH:8]([CH3:7])[CH3:24])[CH:17]=[CH:16][CH:15]=2)[CH2:19][CH2:20]1, predict the reactants needed to synthesize it. The reactants are: Cl[CH2:2][C@@H:3]([CH3:6])[CH2:4][OH:5].[CH3:7][CH:8]([CH3:24])[C:9]([NH:11][C:12]1[CH:17]=[CH:16][CH:15]=[C:14]([CH:18]2[CH2:23][CH2:22][NH:21][CH2:20][CH2:19]2)[CH:13]=1)=[O:10]. (7) Given the product [CH:1]1([C:4]([O:6][CH2:14][CH2:13][C:7]2[CH:12]=[CH:11][CH:10]=[CH:9][CH:8]=2)=[O:5])[CH2:3][CH2:2]1, predict the reactants needed to synthesize it. The reactants are: [CH:1]1([C:4]([OH:6])=[O:5])[CH2:3][CH2:2]1.[C:7]1([CH2:13][CH2:14]O)[CH:12]=[CH:11][CH:10]=[CH:9][CH:8]=1. (8) Given the product [Cl:7][C:8]1[CH:9]=[CH:10][C:11]([CH:14]2[CH2:19][CH2:18][CH2:17][N:16]([C:32]([C:31]3[CH:35]=[CH:36][N:37]=[C:29]([NH:28][CH3:27])[CH:30]=3)=[O:33])[CH2:15]2)=[CH:12][CH:13]=1, predict the reactants needed to synthesize it. The reactants are: CCCP(=O)=O.[Cl:7][C:8]1[CH:13]=[CH:12][C:11]([CH:14]2[CH2:19][CH2:18][CH2:17][NH:16][CH2:15]2)=[CH:10][CH:9]=1.C(N(CC)CC)C.[CH3:27][NH:28][C:29]1[CH:30]=[C:31]([CH:35]=[CH:36][N:37]=1)[C:32](O)=[O:33].